From a dataset of Full USPTO retrosynthesis dataset with 1.9M reactions from patents (1976-2016). Predict the reactants needed to synthesize the given product. (1) Given the product [CH3:1][C:2]1[S:3][C:4]2[CH:10]=[CH:9][C:8]([C:11]([O:13][CH3:14])=[O:12])=[CH:7][C:5]=2[N:6]=1, predict the reactants needed to synthesize it. The reactants are: [CH3:1][C:2]1[S:3][C:4]2[CH:10]=[CH:9][C:8]([C:11]([OH:13])=[O:12])=[CH:7][C:5]=2[N:6]=1.[C:14]([O-])([O-])=O.[Cs+].[Cs+].CI.O. (2) Given the product [CH3:13][S:14]([O:5][CH2:4][CH2:3][O:2][CH3:1])(=[O:16])=[O:15], predict the reactants needed to synthesize it. The reactants are: [CH3:1][O:2][CH2:3][CH2:4][OH:5].C(N(CC)CC)C.[CH3:13][S:14](Cl)(=[O:16])=[O:15]. (3) Given the product [C:33]([O:37][C:4]1([F:31])[C:3]([CH2:43][CH:42]=[O:44])=[CH:2][C:29]([F:30])=[CH:28][CH:5]1[O:6][CH2:7][CH2:8][C@@H:9]1[CH2:11][C@@H:10]1[CH:12]1[CH2:13][CH2:14][N:15]([C:18]([O:20][CH2:21][C:22]2[CH:23]=[CH:24][CH:25]=[CH:26][CH:27]=2)=[O:19])[CH2:16][CH2:17]1)([CH3:36])([CH3:35])[CH3:34], predict the reactants needed to synthesize it. The reactants are: Br[C:2]1[C:29]([F:30])=[CH:28][C:5]([O:6][CH2:7][CH2:8][C@@H:9]2[CH2:11][C@@H:10]2[CH:12]2[CH2:17][CH2:16][N:15]([C:18]([O:20][CH2:21][C:22]3[CH:27]=[CH:26][CH:25]=[CH:24][CH:23]=3)=[O:19])[CH2:14][CH2:13]2)=[C:4]([F:31])[CH:3]=1.[Cl-].[C:33]([O:37]C(=O)C[Zn+])([CH3:36])([CH3:35])[CH3:34].[CH2:42]([O:44]CC)[CH3:43].CC(C1C=C(C(C)C)C(C2C=CC=CC=2P(C2CCCCC2)C2CCCCC2)=C(C(C)C)C=1)C. (4) The reactants are: [CH3:1][O:2][C:3]([C:5]1[S:9][C:8]([CH3:10])=[N:7][C:6]=1[C:11]1[CH:16]=[CH:15][C:14]([O:17][CH3:18])=[CH:13][CH:12]=1)=[O:4].C1C(=O)N([Br:26])C(=O)C1.CC(N=NC(C#N)(C)C)(C#N)C. Given the product [CH3:1][O:2][C:3]([C:5]1[S:9][C:8]([CH2:10][Br:26])=[N:7][C:6]=1[C:11]1[CH:12]=[CH:13][C:14]([O:17][CH3:18])=[CH:15][CH:16]=1)=[O:4], predict the reactants needed to synthesize it. (5) Given the product [CH:1]1([NH:7][C:28](=[O:29])[N:27]([C:17]2[CH:18]=[CH:19][C:20]([S:22][C:23]([F:24])([F:25])[F:26])=[CH:21][C:16]=2[F:15])[CH3:31])[CH2:6][CH2:5][CH2:4][CH2:3][CH2:2]1, predict the reactants needed to synthesize it. The reactants are: [CH:1]1([NH2:7])[CH2:6][CH2:5][CH2:4][CH2:3][CH2:2]1.C(N(CC)CC)C.[F:15][C:16]1[CH:21]=[C:20]([S:22][C:23]([F:26])([F:25])[F:24])[CH:19]=[CH:18][C:17]=1[N:27]([CH3:31])[C:28](Cl)=[O:29]. (6) Given the product [CH2:6]1[N:7]2[C:15]3[C:10]([CH:9]4[CH2:17][CH2:18][CH2:19][CH:8]42)=[CH:11][CH:12]=[CH:13][C:14]=3[CH2:16][NH:4][CH2:5]1, predict the reactants needed to synthesize it. The reactants are: C([N:4]1[CH2:16][C:14]2=[C:15]3[C:10](=[CH:11][CH:12]=[CH:13]2)[C@H:9]2[CH2:17][CH2:18][CH2:19][C@H:8]2[N:7]3[CH2:6][CH2:5]1)(=O)C.[OH-].[Na+]. (7) Given the product [C:1]([N:4]1[C:13]2[C:8](=[CH:9][C:10]([C:25]3[CH:26]=[CH:27][CH:28]=[CH:29][C:24]=3[CH3:23])=[CH:11][CH:12]=2)[C@H:7]([NH:15][C:16](=[O:21])[O:17][CH:18]([CH3:20])[CH3:19])[CH2:6][C@@H:5]1[CH3:22])(=[O:3])[CH3:2], predict the reactants needed to synthesize it. The reactants are: [C:1]([N:4]1[C:13]2[C:8](=[CH:9][C:10](Br)=[CH:11][CH:12]=2)[C@H:7]([NH:15][C:16](=[O:21])[O:17][CH:18]([CH3:20])[CH3:19])[CH2:6][C@@H:5]1[CH3:22])(=[O:3])[CH3:2].[CH3:23][C:24]1[CH:29]=[CH:28][CH:27]=[CH:26][C:25]=1B(O)O.C(=O)([O-])[O-].[K+].[K+]. (8) The reactants are: [NH2:1][C:2]([NH:4][C:5]1[C:6]([C:18]([NH2:20])=[O:19])=[N:7][N:8]([C:10]2[CH:15]=[CH:14][C:13](I)=[C:12]([CH3:17])[CH:11]=2)[CH:9]=1)=[O:3].[OH:21][C:22]1[CH:27]=[C:26]([F:28])[CH:25]=[CH:24][C:23]=1B(O)O.C([O-])([O-])=O.[Cs+].[Cs+]. Given the product [F:28][C:26]1[CH:25]=[CH:24][C:23]([C:13]2[CH:14]=[CH:15][C:10]([N:8]3[CH:9]=[C:5]([NH:4][C:2]([NH2:1])=[O:3])[C:6]([C:18]([NH2:20])=[O:19])=[N:7]3)=[CH:11][C:12]=2[CH3:17])=[C:22]([OH:21])[CH:27]=1, predict the reactants needed to synthesize it.